Dataset: NCI-60 drug combinations with 297,098 pairs across 59 cell lines. Task: Regression. Given two drug SMILES strings and cell line genomic features, predict the synergy score measuring deviation from expected non-interaction effect. (1) Drug 1: CCC1(CC2CC(C3=C(CCN(C2)C1)C4=CC=CC=C4N3)(C5=C(C=C6C(=C5)C78CCN9C7C(C=CC9)(C(C(C8N6C=O)(C(=O)OC)O)OC(=O)C)CC)OC)C(=O)OC)O.OS(=O)(=O)O. Drug 2: C1C(C(OC1N2C=NC3=C(N=C(N=C32)Cl)N)CO)O. Cell line: SF-539. Synergy scores: CSS=22.9, Synergy_ZIP=-9.28, Synergy_Bliss=-5.73, Synergy_Loewe=0.294, Synergy_HSA=1.23. (2) Drug 1: C1=C(C(=O)NC(=O)N1)F. Drug 2: CC1=C(C(CCC1)(C)C)C=CC(=CC=CC(=CC(=O)O)C)C. Cell line: OVCAR-4. Synergy scores: CSS=46.9, Synergy_ZIP=2.23, Synergy_Bliss=-0.756, Synergy_Loewe=-3.19, Synergy_HSA=-1.92. (3) Drug 1: C1CC(=O)NC(=O)C1N2CC3=C(C2=O)C=CC=C3N. Cell line: MALME-3M. Synergy scores: CSS=27.1, Synergy_ZIP=-7.99, Synergy_Bliss=-2.26, Synergy_Loewe=-9.87, Synergy_HSA=-1.85. Drug 2: C1CC(C1)(C(=O)O)C(=O)O.[NH2-].[NH2-].[Pt+2]. (4) Drug 1: C1=NC2=C(N1)C(=S)N=C(N2)N. Drug 2: CCC(=C(C1=CC=CC=C1)C2=CC=C(C=C2)OCCN(C)C)C3=CC=CC=C3.C(C(=O)O)C(CC(=O)O)(C(=O)O)O. Cell line: NCI-H322M. Synergy scores: CSS=37.9, Synergy_ZIP=7.77, Synergy_Bliss=7.33, Synergy_Loewe=1.82, Synergy_HSA=6.99. (5) Drug 1: CC1CCC2CC(C(=CC=CC=CC(CC(C(=O)C(C(C(=CC(C(=O)CC(OC(=O)C3CCCCN3C(=O)C(=O)C1(O2)O)C(C)CC4CCC(C(C4)OC)OCCO)C)C)O)OC)C)C)C)OC. Drug 2: CC1=C(N=C(N=C1N)C(CC(=O)N)NCC(C(=O)N)N)C(=O)NC(C(C2=CN=CN2)OC3C(C(C(C(O3)CO)O)O)OC4C(C(C(C(O4)CO)O)OC(=O)N)O)C(=O)NC(C)C(C(C)C(=O)NC(C(C)O)C(=O)NCCC5=NC(=CS5)C6=NC(=CS6)C(=O)NCCC[S+](C)C)O. Cell line: K-562. Synergy scores: CSS=-4.82, Synergy_ZIP=0.425, Synergy_Bliss=1.79, Synergy_Loewe=-13.0, Synergy_HSA=-5.49. (6) Drug 1: C1=NC2=C(N1)C(=S)N=CN2. Drug 2: COC1=C2C(=CC3=C1OC=C3)C=CC(=O)O2. Cell line: HCT116. Synergy scores: CSS=56.8, Synergy_ZIP=-1.10, Synergy_Bliss=-1.57, Synergy_Loewe=-3.78, Synergy_HSA=-0.318. (7) Drug 1: CCCCCOC(=O)NC1=NC(=O)N(C=C1F)C2C(C(C(O2)C)O)O. Drug 2: C1CN1C2=NC(=NC(=N2)N3CC3)N4CC4. Cell line: COLO 205. Synergy scores: CSS=24.3, Synergy_ZIP=1.65, Synergy_Bliss=-0.334, Synergy_Loewe=-15.9, Synergy_HSA=-1.61.